The task is: Predict the product of the given reaction.. This data is from Forward reaction prediction with 1.9M reactions from USPTO patents (1976-2016). (1) Given the reactants N[C@H](C(O)=O)CC1C=CC=CC=1.[N+:13]([C:16]1[CH:27]=[CH:26][C:19]([CH2:20][C@@H:21]([C:23]([OH:25])=[O:24])[NH2:22])=[CH:18][CH:17]=1)([O-])=O.[H][H], predict the reaction product. The product is: [NH2:13][C:16]1[CH:17]=[CH:18][C:19]([CH2:20][C@@H:21]([C:23]([OH:25])=[O:24])[NH2:22])=[CH:26][CH:27]=1. (2) Given the reactants [CH2:1]([NH:3][C:4]([NH:6][C:7]1[S:8][C:9]2[C:15]([C:16]3[CH:21]=[CH:20][CH:19]=[CH:18][N:17]=3)=[CH:14][C:13](OS(C(F)(F)F)(=O)=O)=[CH:12][C:10]=2[N:11]=1)=[O:5])[CH3:2].[B:30]1(B2OCC(C)(C)CO2)[O:35]CC(C)(C)C[O:31]1.CC([O-])=O.[K+], predict the reaction product. The product is: [CH2:1]([NH:3][C:4]([NH:6][C:7]1[S:8][C:9]2[C:15]([C:16]3[CH:21]=[CH:20][CH:19]=[CH:18][N:17]=3)=[CH:14][C:13]([B:30]([OH:35])[OH:31])=[CH:12][C:10]=2[N:11]=1)=[O:5])[CH3:2]. (3) Given the reactants [Cl:1][C:2]1[CH:27]=[CH:26][C:5]([CH2:6][N:7]2[C:15]3[C:10](=[CH:11][C:12]([CH:16]=[C:17]4[S:21][CH:20](SCC)[NH:19][C:18]4=[O:25])=[CH:13][CH:14]=3)[CH:9]=[N:8]2)=[C:4]([C:28]([F:31])([F:30])[F:29])[CH:3]=1.[CH3:32][O:33][CH2:34][CH:35]1[NH:39][CH2:38][CH:37]([NH:40][CH3:41])[CH2:36]1, predict the reaction product. The product is: [Cl:1][C:2]1[CH:27]=[CH:26][C:5]([CH2:6][N:7]2[C:15]3[C:10](=[CH:11][C:12]([CH:16]=[C:17]4[S:21][C:20]([N:40]([CH:37]5[CH2:36][CH:35]([CH2:34][O:33][CH3:32])[NH:39][CH2:38]5)[CH3:41])=[N:19][C:18]4=[O:25])=[CH:13][CH:14]=3)[CH:9]=[N:8]2)=[C:4]([C:28]([F:31])([F:30])[F:29])[CH:3]=1. (4) Given the reactants [C:1]1([C:7]2([CH2:20][O:21][CH2:22][C:23]3[CH:24]=[CH:25][CH:26]=[C:27]4[C:31]=3[N:30](COCC[Si](C)(C)C)[N:29]=[CH:28]4)[CH2:12][CH2:11][N:10](C(OC(C)(C)C)=O)[CH2:9][CH2:8]2)[CH:6]=[CH:5][CH:4]=[CH:3][CH:2]=1.FC(F)(F)C(O)=O.C(Cl)Cl, predict the reaction product. The product is: [C:1]1([C:7]2([CH2:20][O:21][CH2:22][C:23]3[CH:24]=[CH:25][CH:26]=[C:27]4[C:31]=3[NH:30][N:29]=[CH:28]4)[CH2:12][CH2:11][NH:10][CH2:9][CH2:8]2)[CH:6]=[CH:5][CH:4]=[CH:3][CH:2]=1. (5) Given the reactants Cl[C:2]1[CH:7]=[C:6]([C:8]2[CH:13]=[CH:12][CH:11]=[CH:10][CH:9]=2)[N:5]=[C:4]([NH2:14])[N:3]=1.[F:15][C:16]1[CH:21]=[CH:20][C:19]([SH:22])=[CH:18][CH:17]=1, predict the reaction product. The product is: [F:15][C:16]1[CH:21]=[CH:20][C:19]([S:22][C:2]2[CH:7]=[C:6]([C:8]3[CH:13]=[CH:12][CH:11]=[CH:10][CH:9]=3)[N:5]=[C:4]([NH2:14])[N:3]=2)=[CH:18][CH:17]=1. (6) Given the reactants [CH2:1]([C@H:8]1[N:13]([C:14](=[O:36])[CH2:15][CH2:16][C:17]2[CH:22]=[CH:21][CH:20]=[CH:19][C:18]=2[O:23][C:24]2[CH:29]=[CH:28][CH:27]=[CH:26][C:25]=2[CH2:30][CH2:31][C:32]([O:34]C)=[O:33])[CH2:12][CH2:11][N:10]([C:37]([O:39][C:40]([CH3:43])([CH3:42])[CH3:41])=[O:38])[CH2:9]1)[C:2]1[CH:7]=[CH:6][CH:5]=[CH:4][CH:3]=1.[OH-].[Na+].Cl, predict the reaction product. The product is: [CH2:1]([C@@H:8]1[CH2:9][N:10]([C:37]([O:39][C:40]([CH3:43])([CH3:41])[CH3:42])=[O:38])[CH2:11][CH2:12][N:13]1[C:14](=[O:36])[CH2:15][CH2:16][C:17]1[CH:22]=[CH:21][CH:20]=[CH:19][C:18]=1[O:23][C:24]1[CH:29]=[CH:28][CH:27]=[CH:26][C:25]=1[CH2:30][CH2:31][C:32]([OH:34])=[O:33])[C:2]1[CH:7]=[CH:6][CH:5]=[CH:4][CH:3]=1. (7) Given the reactants C(OC([NH:8][C:9]1[O:17][C:16]2[C:11](=[N:12][CH:13]=[C:14]([C:18]([F:21])([F:20])[F:19])[CH:15]=2)[C:10]=1[C:22]([OH:24])=O)=O)(C)(C)C.C(OC(=O)[NH:31][C@H:32]1[C@H:37]([O:38][Si](C(C)(C)C)(C)C)[C@@H:36]([CH:46]2[CH2:48][CH2:47]2)[CH2:35][N:34]([C:49]2[CH:54]=[CH:53][N:52]=[CH:51][C:50]=2[NH2:55])[CH2:33]1)(C)(C)C, predict the reaction product. The product is: [NH2:8][C:9]1[O:17][C:16]2[C:11](=[N:12][CH:13]=[C:14]([C:18]([F:19])([F:20])[F:21])[CH:15]=2)[C:10]=1[C:22]([NH:55][C:50]1[CH:51]=[N:52][CH:53]=[CH:54][C:49]=1[N:34]1[CH2:35][C@H:36]([CH:46]2[CH2:48][CH2:47]2)[C@@H:37]([OH:38])[C@H:32]([NH2:31])[CH2:33]1)=[O:24]. (8) Given the reactants [C:1]([NH:4][C:5]1[S:6][C:7]([C:10]2[CH:11]=[CH:12][C:13]3[O:19][CH2:18][CH2:17][N:16](C(OC(C)(C)C)=O)[CH2:15][C:14]=3[CH:27]=2)=[CH:8][N:9]=1)(=[O:3])[CH3:2].Cl, predict the reaction product. The product is: [O:19]1[C:13]2[CH:12]=[CH:11][C:10]([C:7]3[S:6][C:5]([NH:4][C:1](=[O:3])[CH3:2])=[N:9][CH:8]=3)=[CH:27][C:14]=2[CH2:15][NH:16][CH2:17][CH2:18]1.